Dataset: Reaction yield outcomes from USPTO patents with 853,638 reactions. Task: Predict the reaction yield, written as a fraction of the theoretical maximum amount of product (1.0 means a 100% yield; for example, 0.34 means a 34% yield). The reactants are FC1C=CC(C(CC)CC(O)(C(F)(F)F)C=NC2C=CC=C3C=2C=COC3=O)=C(OC)C=1.[F:33][C:34]1[CH:39]=[CH:38][C:37]([CH:40]([CH3:62])[CH:41]([CH3:61])[C:42]([OH:60])([C:56]([F:59])([F:58])[F:57])[CH:43]=[N:44][C:45]2[CH:54]=[CH:53][CH:52]=[C:51]3[C:46]=2[CH:47]=[CH:48][O:49][C:50]3=[O:55])=[C:36]([O:63]C)[CH:35]=1.B(Br)(Br)Br. No catalyst specified. The product is [F:33][C:34]1[CH:39]=[C:38]2[C:37]([CH:40]([CH3:62])[CH:41]([CH3:61])[C:42]([OH:60])([C:56]([F:58])([F:57])[F:59])[CH:43]2[NH:44][C:45]2[CH:54]=[CH:53][CH:52]=[C:51]3[C:46]=2[CH:47]=[CH:48][O:49][C:50]3=[O:55])=[C:36]([OH:63])[CH:35]=1. The yield is 0.0190.